This data is from Peptide-MHC class I binding affinity with 185,985 pairs from IEDB/IMGT. The task is: Regression. Given a peptide amino acid sequence and an MHC pseudo amino acid sequence, predict their binding affinity value. This is MHC class I binding data. The peptide sequence is INPSAMLSA. The MHC is Mamu-A01 with pseudo-sequence Mamu-A01. The binding affinity (normalized) is 0.166.